The task is: Predict the product of the given reaction.. This data is from Forward reaction prediction with 1.9M reactions from USPTO patents (1976-2016). (1) Given the reactants FC(F)(F)S(O[C:7]1[CH:12]=[CH:11][N:10]=[C:9]([NH:13][C:14]2[CH:19]=[CH:18][C:17]([C:20]#[N:21])=[CH:16][CH:15]=2)[N:8]=1)(=O)=O.[Cl:24][C:25]1[CH:30]=[C:29]([C:31]([F:34])([F:33])[F:32])[CH:28]=[C:27]([Cl:35])[C:26]=1[NH2:36], predict the reaction product. The product is: [Cl:24][C:25]1[CH:30]=[C:29]([C:31]([F:34])([F:32])[F:33])[CH:28]=[C:27]([Cl:35])[C:26]=1[NH:36][C:7]1[CH:12]=[CH:11][N:10]=[C:9]([NH:13][C:14]2[CH:15]=[CH:16][C:17]([C:20]#[N:21])=[CH:18][CH:19]=2)[N:8]=1. (2) The product is: [O:12]1[CH2:17][CH2:16][CH:15]([CH2:18][NH:1][C:2]2[CH:7]=[CH:6][C:5]([S:8]([NH2:11])(=[O:9])=[O:10])=[CH:4][CH:3]=2)[CH2:14][CH2:13]1. Given the reactants [NH2:1][C:2]1[CH:7]=[CH:6][C:5]([S:8]([NH2:11])(=[O:10])=[O:9])=[CH:4][CH:3]=1.[O:12]1[CH2:17][CH2:16][CH:15]([CH:18]=O)[CH2:14][CH2:13]1.C(O[BH-](OC(=O)C)OC(=O)C)(=O)C.[Na+], predict the reaction product. (3) Given the reactants [CH:1]([NH2:4])([CH3:3])[CH3:2].[Cl:5][C:6]1[CH:11]=[C:10](Cl)[C:9]([N+:13]([O-:15])=[O:14])=[CH:8][N:7]=1.C(N(CC)CC)C, predict the reaction product. The product is: [Cl:5][C:6]1[CH:11]=[C:10]([NH:4][CH:1]([CH3:3])[CH3:2])[C:9]([N+:13]([O-:15])=[O:14])=[CH:8][N:7]=1. (4) Given the reactants [Br:1][C:2]1[N:7]=[C:6]([CH2:8][N:9]2[CH2:14][CH2:13][O:12][CH2:11][CH2:10]2)[CH:5]=[CH:4][CH:3]=1.[Li+].CC([N-]C(C)C)C.[CH:23](=[O:27])[CH:24]([CH3:26])[CH3:25], predict the reaction product. The product is: [Br:1][C:2]1[N:7]=[C:6]([CH:8]([N:9]2[CH2:10][CH2:11][O:12][CH2:13][CH2:14]2)[CH:23]([OH:27])[CH:24]([CH3:26])[CH3:25])[CH:5]=[CH:4][CH:3]=1. (5) Given the reactants [OH-].[K+].C(O)(=O)/C=C/C(O)=O.[N:11]12[CH2:18][CH2:17][CH:14]([CH2:15][CH2:16]1)[C@H:13]([O:19]C(=O)C1C=CC([N+]([O-])=O)=CC=1)[CH2:12]2, predict the reaction product. The product is: [N:11]12[CH2:18][CH2:17][CH:14]([CH2:15][CH2:16]1)[C@H:13]([OH:19])[CH2:12]2. (6) Given the reactants [C-]#N.[K+].C(CCC1C=C2C(=CC=1)N[C:12](=[O:17])C2)#N.Cl[CH2:19][CH2:20][C:21]1[CH:22]=[C:23]2[C:27](=[CH:28][CH:29]=1)[NH:26][C:25](=[O:30])[CH2:24]2.CS(C)=[O:33], predict the reaction product. The product is: [C:12]([CH2:19][CH2:20][C:21]1[CH:22]=[C:23]2[C:27](=[CH:28][CH:29]=1)[NH:26][C:25](=[O:30])[CH2:24]2)([OH:17])=[O:33].